This data is from Catalyst prediction with 721,799 reactions and 888 catalyst types from USPTO. The task is: Predict which catalyst facilitates the given reaction. (1) Reactant: [CH:1]1([C:4]2[NH:8][N:7]=[C:6]([NH2:9])[CH:5]=2)[CH2:3][CH2:2]1.[Cl:10][C:11]1[N:16]=[C:15](Cl)[CH:14]=[C:13]([C:18]([F:21])([F:20])[F:19])[N:12]=1.CCN(C(C)C)C(C)C. Product: [Cl:10][C:11]1[N:16]=[C:15]([NH:9][C:6]2[CH:5]=[C:4]([CH:1]3[CH2:3][CH2:2]3)[NH:8][N:7]=2)[CH:14]=[C:13]([C:18]([F:21])([F:19])[F:20])[N:12]=1. The catalyst class is: 14. (2) Reactant: [CH3:1][C:2]1([C:15]2[CH:16]=[CH:17][C:18]3[O:22][C:21]4([CH3:29])[CH:23]5[CH2:27][C:26]([CH3:28])([C:20]4([CH3:30])[C:19]=3[CH:31]=2)[CH2:25][CH2:24]5)[C:6]2[CH:7]=[CH:8][C:9]([C:11]([O:13]C)=[O:12])=[CH:10][C:5]=2[O:4][CH2:3]1.[OH-].[Na+].[OH-].[Li+].CO. Product: [CH3:1][C:2]1([C:15]2[CH:16]=[CH:17][C:18]3[O:22][C:21]4([CH3:29])[CH:23]5[CH2:27][C:26]([CH3:28])([C:20]4([CH3:30])[C:19]=3[CH:31]=2)[CH2:25][CH2:24]5)[C:6]2[CH:7]=[CH:8][C:9]([C:11]([OH:13])=[O:12])=[CH:10][C:5]=2[O:4][CH2:3]1. The catalyst class is: 20. (3) Reactant: Br[C:2]1[C:12]2[O:11][CH2:10][CH2:9][N:8]([C:13]([O:15][C:16]([CH3:19])([CH3:18])[CH3:17])=[O:14])[CH2:7][C:6]=2[CH:5]=[CH:4][CH:3]=1.C([Li])CCC.CCCCCC.[C:31]1(=[O:35])[CH2:34][CH2:33][CH2:32]1.[Cl-].[NH4+]. Product: [OH:35][C:31]1([C:2]2[C:12]3[O:11][CH2:10][CH2:9][N:8]([C:13]([O:15][C:16]([CH3:19])([CH3:18])[CH3:17])=[O:14])[CH2:7][C:6]=3[CH:5]=[CH:4][CH:3]=2)[CH2:34][CH2:33][CH2:32]1. The catalyst class is: 7. (4) Reactant: [N+](C1C=CC([C:10]2[CH:22]=[C:21]([C:23]([O-])=[O:24])[C:20]3[C:19]4[C:14](=[CH:15][CH:16]=[CH:17][CH:18]=4)[N:13]([CH2:26][C:27]4[CH:32]=[CH:31][CH:30]=[CH:29][CH:28]=4)[C:12]=3[C:11]=2[O:33][CH3:34])=CC=1)([O-])=O.[Cl:35][C:36]1[CH:37]=[N:38][CH:39]=[C:40]([Cl:43])[C:41]=1[NH2:42].[H-].[Na+].Cl. Product: [Cl:35][C:36]1[CH:37]=[N:38][CH:39]=[C:40]([Cl:43])[C:41]=1[NH:42][C:23]([C:21]1[C:20]2[C:19]3[C:14](=[CH:15][CH:16]=[CH:17][CH:18]=3)[N:13]([CH2:26][C:27]3[CH:28]=[CH:29][CH:30]=[CH:31][CH:32]=3)[C:12]=2[C:11]([O:33][CH3:34])=[CH:10][CH:22]=1)=[O:24]. The catalyst class is: 3. (5) Reactant: [CH2:1]([O:4][C:5]1([CH3:38])[CH2:10][CH2:9][N:8]([C:11]2[C:12]3[N:13]([N:28]=[C:29]([C:31]4[CH:36]=[CH:35][CH:34]=[C:33](Br)[CH:32]=4)[CH:30]=3)[CH:14]=[C:15]([CH3:27])[C:16]=2[C@H:17]([O:22][C:23]([CH3:26])([CH3:25])[CH3:24])[C:18]([O:20][CH3:21])=[O:19])[CH2:7][CH2:6]1)[CH:2]=[CH2:3].[C:39]([C:41]1[CH:42]=[CH:43][C:44]([OH:50])=[C:45](B(O)O)[CH:46]=1)#[N:40].C([O-])([O-])=O.[Na+].[Na+]. Product: [CH2:1]([O:4][C:5]1([CH3:38])[CH2:10][CH2:9][N:8]([C:11]2[C:12]3[N:13]([N:28]=[C:29]([C:31]4[CH:32]=[C:33]([C:43]5[CH:42]=[C:41]([C:39]#[N:40])[CH:46]=[CH:45][C:44]=5[OH:50])[CH:34]=[CH:35][CH:36]=4)[CH:30]=3)[CH:14]=[C:15]([CH3:27])[C:16]=2[C@H:17]([O:22][C:23]([CH3:26])([CH3:25])[CH3:24])[C:18]([O:20][CH3:21])=[O:19])[CH2:7][CH2:6]1)[CH:2]=[CH2:3]. The catalyst class is: 128.